From a dataset of Catalyst prediction with 721,799 reactions and 888 catalyst types from USPTO. Predict which catalyst facilitates the given reaction. (1) Reactant: C(N(CC)CC)C.[NH2:8][C:9]1[CH:16]=[CH:15][C:14]([N+:17]([O-:19])=[O:18])=[CH:13][C:10]=1[C:11]#[N:12].[C:20](Cl)(=[O:27])[C:21]1[CH:26]=[CH:25][CH:24]=[CH:23][CH:22]=1. Product: [C:20]([NH:12][CH2:11][C:10]1[CH:13]=[C:14]([N+:17]([O-:19])=[O:18])[CH:15]=[CH:16][C:9]=1[NH2:8])(=[O:27])[C:21]1[CH:26]=[CH:25][CH:24]=[CH:23][CH:22]=1. The catalyst class is: 166. (2) Reactant: [OH:1][CH:2]([C:11]1[CH:20]=[CH:19][C:14]2[C:15](=[O:18])[O:16][CH2:17][C:13]=2[C:12]=1[CH3:21])[CH2:3][N:4]1[CH2:9][CH2:8][NH:7][CH2:6][C:5]1=[O:10].[CH3:22][C:23]1[C:31]2[CH2:30][O:29][C:28](=[O:32])[C:27]=2[CH:26]=[CH:25][C:24]=1[C@@H:33]1[CH2:35][O:34]1. Product: [OH:34][C@H:33]([C:24]1[CH:25]=[CH:26][C:27]2[C:28](=[O:32])[O:29][CH2:30][C:31]=2[C:23]=1[CH3:22])[CH2:35][N:7]1[CH2:8][CH2:9][N:4]([CH2:3][CH:2]([OH:1])[C:11]2[CH:20]=[CH:19][C:14]3[C:15](=[O:18])[O:16][CH2:17][C:13]=3[C:12]=2[CH3:21])[C:5](=[O:10])[CH2:6]1. The catalyst class is: 14. (3) Reactant: [CH2:1]([N:8]=[C:9]=[O:10])[CH2:2][CH2:3][CH2:4][CH2:5][CH2:6][CH3:7].[CH3:11][NH:12][C:13]1[CH:14]=[C:15]([C:19]2[N:24]=[CH:23][C:22]([CH2:25][CH2:26][C:27]([O:29][CH2:30][CH3:31])=[O:28])=[CH:21][CH:20]=2)[CH:16]=[CH:17][CH:18]=1.O1CCCC1.C(N(CC)CC)C. Product: [CH2:1]([NH:8][C:9](=[O:10])[N:12]([C:13]1[CH:14]=[C:15]([C:19]2[N:24]=[CH:23][C:22]([CH2:25][CH2:26][C:27]([O:29][CH2:30][CH3:31])=[O:28])=[CH:21][CH:20]=2)[CH:16]=[CH:17][CH:18]=1)[CH3:11])[CH2:2][CH2:3][CH2:4][CH2:5][CH2:6][CH3:7]. The catalyst class is: 6. (4) Reactant: S(Cl)(Cl)=O.[Br:5][C:6]1[CH:11]=[CH:10][C:9]([S:12]([N:15]([CH2:17][C:18]2[S:19][CH:20]=[C:21]([C:23]([OH:25])=O)[N:22]=2)[CH3:16])(=[O:14])=[O:13])=[CH:8][CH:7]=1.C(N(CC)CC)C.[NH:33]1[C:42]2[C:37](=[CH:38][CH:39]=[CH:40][CH:41]=2)[CH2:36][CH2:35][CH2:34]1. Product: [Br:5][C:6]1[CH:7]=[CH:8][C:9]([S:12]([N:15]([CH2:17][C:18]2[S:19][CH:20]=[C:21]([C:23]([N:33]3[C:42]4[C:37](=[CH:38][CH:39]=[CH:40][CH:41]=4)[CH2:36][CH2:35][CH2:34]3)=[O:25])[N:22]=2)[CH3:16])(=[O:13])=[O:14])=[CH:10][CH:11]=1. The catalyst class is: 317. (5) Reactant: [CH3:1][NH:2][C:3]([C:5]1[S:6][C:7](Br)=[C:8]([CH3:32])[C:9]=1[NH:10][C:11]1[C:16]([Cl:17])=[CH:15][N:14]=[C:13]([NH:18][C:19]2[CH:20]=[CH:21][C:22]3[N:28]([CH3:29])[C:27](=[O:30])[O:26][CH2:25][CH2:24][C:23]=3[CH:31]=2)[N:12]=1)=[O:4].[CH3:34]B(O)O.P([O-])([O-])([O-])=O.[K+].[K+].[K+]. Product: [CH3:1][NH:2][C:3]([C:5]1[S:6][C:7]([CH3:34])=[C:8]([CH3:32])[C:9]=1[NH:10][C:11]1[C:16]([Cl:17])=[CH:15][N:14]=[C:13]([NH:18][C:19]2[CH:20]=[CH:21][C:22]3[N:28]([CH3:29])[C:27](=[O:30])[O:26][CH2:25][CH2:24][C:23]=3[CH:31]=2)[N:12]=1)=[O:4]. The catalyst class is: 77. (6) Product: [OH:3][CH2:2][CH2:1][O:4][C:5](=[O:15])[C:6]1[CH:14]=[C:12]([OH:13])[C:10]([OH:11])=[C:8]([OH:9])[CH:7]=1. The catalyst class is: 82. Reactant: [CH2:1]([OH:4])[CH2:2][OH:3].[C:5](O)(=[O:15])[C:6]1[CH:14]=[C:12]([OH:13])[C:10]([OH:11])=[C:8]([OH:9])[CH:7]=1.[Na+].[Cl-]. (7) Reactant: [C-:1]#[N:2].[K+].[Br:4][C:5]1[CH:10]=[CH:9][C:8]([CH2:11]Br)=[C:7]([C:13]([F:16])([F:15])[F:14])[CH:6]=1.O. Product: [Br:4][C:5]1[CH:10]=[CH:9][C:8]([CH2:11][C:1]#[N:2])=[C:7]([C:13]([F:16])([F:15])[F:14])[CH:6]=1. The catalyst class is: 40. (8) Reactant: N([O-])=O.[Na+].[N:5]1([CH2:10][C:11]2[CH:16]=[CH:15][C:14]([CH2:17][CH2:18][NH:19][C:20]([C:22]3[CH:27]=[CH:26][C:25]([C:28]4[CH:33]=[CH:32][C:31]([Cl:34])=[CH:30][CH:29]=4)=[CH:24][C:23]=3[NH2:35])=[O:21])=[CH:13][CH:12]=2)[CH2:9][CH2:8][CH2:7][CH2:6]1.[NH3:36].[CH3:37]O. Product: [Cl:34][C:31]1[CH:30]=[CH:29][C:28]([C:25]2[CH:26]=[CH:27][C:22]3[C:20](=[O:21])[N:19]([CH2:18][CH2:17][C:14]4[CH:15]=[CH:16][C:11]([CH:10]([N:5]5[CH2:9][CH2:8][CH2:7][CH2:6]5)[CH3:37])=[CH:12][CH:13]=4)[N:36]=[N:35][C:23]=3[CH:24]=2)=[CH:33][CH:32]=1. The catalyst class is: 223.